This data is from Forward reaction prediction with 1.9M reactions from USPTO patents (1976-2016). The task is: Predict the product of the given reaction. The product is: [Br:1][C:2]1[O:13][C:5]2[N:6]=[C:7]([S:11][CH3:12])[N:8]([CH2:22][C:21]([F:25])([F:24])[F:20])[C:9](=[O:10])[C:4]=2[C:3]=1[C:14]1[CH:15]=[CH:16][CH:17]=[CH:18][CH:19]=1. Given the reactants [Br:1][C:2]1[O:13][C:5]2[N:6]=[C:7]([S:11][CH3:12])[NH:8][C:9](=[O:10])[C:4]=2[C:3]=1[C:14]1[CH:19]=[CH:18][CH:17]=[CH:16][CH:15]=1.[F:20][C:21]([F:25])([F:24])[CH2:22]O.C1C=CC(P(C2C=CC=CC=2)C2C=CC=CC=2)=CC=1.CCOC(/N=N/C(OCC)=O)=O, predict the reaction product.